From a dataset of Full USPTO retrosynthesis dataset with 1.9M reactions from patents (1976-2016). Predict the reactants needed to synthesize the given product. Given the product [ClH:35].[O:38]1[CH2:39][CH2:40][C@@H:36]([N:8]([CH2:9][C@H:10]2[CH2:15][CH2:14][CH2:13][N:12]([C:16]3[C:25]4[C:20](=[CH:21][C:22]([CH3:26])=[CH:23][CH:24]=4)[N:19]=[C:18]([C:27]4[CH:32]=[CH:31][CH:30]=[CH:29][C:28]=4[OH:33])[N:17]=3)[CH2:11]2)[C:7](=[O:34])[OH:6])[CH2:37]1, predict the reactants needed to synthesize it. The reactants are: O1CC[C@@H]([O:6][C:7](=[O:34])[NH:8][CH2:9][C@@H:10]2[CH2:15][CH2:14][CH2:13][N:12]([C:16]3[C:25]4[C:20](=[CH:21][C:22]([CH3:26])=[CH:23][CH:24]=4)[N:19]=[C:18]([C:27]4[CH:32]=[CH:31][CH:30]=[CH:29][C:28]=4[OH:33])[N:17]=3)[CH2:11]2)C1.[ClH:35].[CH3:36][CH2:37][O:38][CH2:39][CH3:40].